From a dataset of Full USPTO retrosynthesis dataset with 1.9M reactions from patents (1976-2016). Predict the reactants needed to synthesize the given product. Given the product [Cl:22][C:20]1[CH:19]=[C:18]([F:23])[C:17]([C:24]2[N:25]=[N:26][N:27]([CH3:29])[N:28]=2)=[C:16]([C:12]2[CH:13]=[C:14]([F:15])[C:9]([CH2:8][NH2:7])=[N:10][CH:11]=2)[CH:21]=1, predict the reactants needed to synthesize it. The reactants are: C(OC(=O)[NH:7][CH2:8][C:9]1[C:14]([F:15])=[CH:13][C:12]([C:16]2[CH:21]=[C:20]([Cl:22])[CH:19]=[C:18]([F:23])[C:17]=2[C:24]2[N:25]=[N:26][N:27]([CH3:29])[N:28]=2)=[CH:11][N:10]=1)(C)(C)C.